Dataset: Peptide-MHC class I binding affinity with 185,985 pairs from IEDB/IMGT. Task: Regression. Given a peptide amino acid sequence and an MHC pseudo amino acid sequence, predict their binding affinity value. This is MHC class I binding data. (1) The peptide sequence is VPAWLPLGI. The MHC is HLA-A11:01 with pseudo-sequence HLA-A11:01. The binding affinity (normalized) is 0.0847. (2) The peptide sequence is YIEDELRRA. The MHC is HLA-A02:01 with pseudo-sequence HLA-A02:01. The binding affinity (normalized) is 0.206. (3) The peptide sequence is LYVAGVPEL. The binding affinity (normalized) is 0.0847. The MHC is HLA-A25:01 with pseudo-sequence HLA-A25:01. (4) The peptide sequence is MTMSYLSTR. The MHC is HLA-A31:01 with pseudo-sequence HLA-A31:01. The binding affinity (normalized) is 0.637. (5) The peptide sequence is SYNAMDGQI. The MHC is H-2-Kd with pseudo-sequence H-2-Kd. The binding affinity (normalized) is 0.989. (6) The peptide sequence is TPQDLNTML. The MHC is Mamu-A2201 with pseudo-sequence Mamu-A2201. The binding affinity (normalized) is 0.138. (7) The peptide sequence is FAEGVVAFL. The MHC is HLA-A29:02 with pseudo-sequence HLA-A29:02. The binding affinity (normalized) is 0.0847. (8) The peptide sequence is FPPTSFGPL. The MHC is BoLA-AW10 with pseudo-sequence BoLA-AW10. The binding affinity (normalized) is 0.0641. (9) The peptide sequence is GLSGDSERV. The MHC is HLA-A02:01 with pseudo-sequence HLA-A02:01. The binding affinity (normalized) is 0.405. (10) The peptide sequence is LWMAEIPLQW. The MHC is HLA-A23:01 with pseudo-sequence HLA-A23:01. The binding affinity (normalized) is 0.758.